Predict the reactants needed to synthesize the given product. From a dataset of Full USPTO retrosynthesis dataset with 1.9M reactions from patents (1976-2016). Given the product [O:25]1[C:30]2=[CH:31][CH:32]=[CH:33][C:29]2=[CH:28][CH:27]=[C:26]1[C:34]1[CH:39]=[CH:38][CH:37]=[CH:36][C:35]=1/[CH:40]=[CH:41]/[S:1]([Cl:5])(=[O:3])=[O:2], predict the reactants needed to synthesize it. The reactants are: [S:1]([Cl:5])(Cl)(=[O:3])=[O:2].C1(P(C2C=CC=CC=2)C2C=CC=CC=2)C=CC=CC=1.[O:25]1[C:30]2=[CH:31][CH:32]=[CH:33][C:29]2=[CH:28][CH:27]=[C:26]1[C:34]1[CH:39]=[CH:38][CH:37]=[CH:36][C:35]=1/[CH:40]=[CH:41]/S(O)(=O)=O.